Dataset: NCI-60 drug combinations with 297,098 pairs across 59 cell lines. Task: Regression. Given two drug SMILES strings and cell line genomic features, predict the synergy score measuring deviation from expected non-interaction effect. (1) Synergy scores: CSS=-2.75, Synergy_ZIP=-2.36, Synergy_Bliss=-5.34, Synergy_Loewe=-4.87, Synergy_HSA=-4.83. Cell line: OVCAR-4. Drug 2: COC1=CC(=CC(=C1O)OC)C2C3C(COC3=O)C(C4=CC5=C(C=C24)OCO5)OC6C(C(C7C(O6)COC(O7)C8=CC=CS8)O)O. Drug 1: CS(=O)(=O)C1=CC(=C(C=C1)C(=O)NC2=CC(=C(C=C2)Cl)C3=CC=CC=N3)Cl. (2) Drug 1: CN(C)C1=NC(=NC(=N1)N(C)C)N(C)C. Drug 2: CS(=O)(=O)CCNCC1=CC=C(O1)C2=CC3=C(C=C2)N=CN=C3NC4=CC(=C(C=C4)OCC5=CC(=CC=C5)F)Cl. Cell line: A498. Synergy scores: CSS=-2.51, Synergy_ZIP=0.543, Synergy_Bliss=4.48, Synergy_Loewe=-5.67, Synergy_HSA=-0.654. (3) Drug 1: CC1OCC2C(O1)C(C(C(O2)OC3C4COC(=O)C4C(C5=CC6=C(C=C35)OCO6)C7=CC(=C(C(=C7)OC)O)OC)O)O. Drug 2: C1CN(CCN1C(=O)CCBr)C(=O)CCBr. Cell line: HCT-15. Synergy scores: CSS=26.0, Synergy_ZIP=-4.83, Synergy_Bliss=1.07, Synergy_Loewe=-6.53, Synergy_HSA=3.00. (4) Drug 1: CCC1=CC2CC(C3=C(CN(C2)C1)C4=CC=CC=C4N3)(C5=C(C=C6C(=C5)C78CCN9C7C(C=CC9)(C(C(C8N6C)(C(=O)OC)O)OC(=O)C)CC)OC)C(=O)OC.C(C(C(=O)O)O)(C(=O)O)O. Drug 2: CC1C(C(CC(O1)OC2CC(CC3=C2C(=C4C(=C3O)C(=O)C5=C(C4=O)C(=CC=C5)OC)O)(C(=O)C)O)N)O.Cl. Cell line: SK-MEL-28. Synergy scores: CSS=45.8, Synergy_ZIP=-2.02, Synergy_Bliss=3.68, Synergy_Loewe=3.54, Synergy_HSA=4.52. (5) Cell line: HOP-62. Drug 1: CC1C(C(CC(O1)OC2CC(CC3=C2C(=C4C(=C3O)C(=O)C5=C(C4=O)C(=CC=C5)OC)O)(C(=O)CO)O)N)O.Cl. Synergy scores: CSS=29.0, Synergy_ZIP=4.80, Synergy_Bliss=6.06, Synergy_Loewe=2.04, Synergy_HSA=2.68. Drug 2: C1=C(C(=O)NC(=O)N1)F. (6) Drug 1: CS(=O)(=O)CCNCC1=CC=C(O1)C2=CC3=C(C=C2)N=CN=C3NC4=CC(=C(C=C4)OCC5=CC(=CC=C5)F)Cl. Drug 2: CN(C(=O)NC(C=O)C(C(C(CO)O)O)O)N=O. Cell line: HCT116. Synergy scores: CSS=5.38, Synergy_ZIP=3.03, Synergy_Bliss=9.51, Synergy_Loewe=0.999, Synergy_HSA=4.78.